From a dataset of Forward reaction prediction with 1.9M reactions from USPTO patents (1976-2016). Predict the product of the given reaction. (1) Given the reactants O=C1C2C(=CC=CC=2)C(=O)[N:3]1[CH2:12][CH2:13][S:14]([N:17]1[CH2:22][CH2:21][CH:20]([C:23]2[C:31]3[C:26](=[C:27]([C:38]([NH2:40])=[O:39])[CH:28]=[C:29]([C:32]4[CH:37]=[CH:36][CH:35]=[CH:34][CH:33]=4)[CH:30]=3)[NH:25][CH:24]=2)[CH2:19][CH2:18]1)(=[O:16])=[O:15].NN, predict the reaction product. The product is: [NH2:3][CH2:12][CH2:13][S:14]([N:17]1[CH2:18][CH2:19][CH:20]([C:23]2[C:31]3[C:26](=[C:27]([C:38]([NH2:40])=[O:39])[CH:28]=[C:29]([C:32]4[CH:33]=[CH:34][CH:35]=[CH:36][CH:37]=4)[CH:30]=3)[NH:25][CH:24]=2)[CH2:21][CH2:22]1)(=[O:15])=[O:16]. (2) Given the reactants [C:1]([CH:5]1[CH2:14][CH2:13][C:12]2[N:11]=[C:10]3[S:15][C:16]([C:18]([OH:20])=O)=[CH:17][C:9]3=[CH:8][C:7]=2[CH2:6]1)([CH3:4])([CH3:3])[CH3:2].S(Cl)([Cl:23])=O, predict the reaction product. The product is: [C:1]([CH:5]1[CH2:14][CH2:13][C:12]2[N:11]=[C:10]3[S:15][C:16]([C:18]([Cl:23])=[O:20])=[CH:17][C:9]3=[CH:8][C:7]=2[CH2:6]1)([CH3:4])([CH3:3])[CH3:2].